Dataset: Forward reaction prediction with 1.9M reactions from USPTO patents (1976-2016). Task: Predict the product of the given reaction. (1) Given the reactants [Br:1][C:2]1[CH:7]=[CH:6][C:5]([NH2:8])=[C:4]([C:9]2[CH2:14][CH2:13][C:12]([CH3:16])([CH3:15])[CH2:11][CH:10]=2)[CH:3]=1.[K+].[C:18]([C:20]1[N:21]=[C:22]([C:33]([O-])=[O:34])[N:23]([CH2:25][O:26][CH2:27][CH2:28][Si:29]([CH3:32])([CH3:31])[CH3:30])[CH:24]=1)#[N:19].CCN(C(C)C)C(C)C.C1CN([P+](Br)(N2CCCC2)N2CCCC2)CC1.F[P-](F)(F)(F)(F)F, predict the reaction product. The product is: [Br:1][C:2]1[CH:7]=[CH:6][C:5]([NH:8][C:33]([C:22]2[N:23]([CH2:25][O:26][CH2:27][CH2:28][Si:29]([CH3:32])([CH3:31])[CH3:30])[CH:24]=[C:20]([C:18]#[N:19])[N:21]=2)=[O:34])=[C:4]([C:9]2[CH2:14][CH2:13][C:12]([CH3:16])([CH3:15])[CH2:11][CH:10]=2)[CH:3]=1. (2) Given the reactants [NH2:1][CH2:2][C@@H:3]([OH:20])[CH2:4][N:5]1[CH2:10][CH2:9][CH:8]([O:11][C:12]2[CH:17]=[CH:16][C:15]([Cl:18])=[C:14]([Cl:19])[CH:13]=2)[CH2:7][CH2:6]1.[C:21]([C:23]1[CH:24]=[C:25]([S:29](Cl)(=[O:31])=[O:30])[CH:26]=[CH:27][CH:28]=1)#[N:22], predict the reaction product. The product is: [C:21]([C:23]1[CH:24]=[C:25]([S:29]([NH:1][CH2:2][C@@H:3]([OH:20])[CH2:4][N:5]2[CH2:10][CH2:9][CH:8]([O:11][C:12]3[CH:17]=[CH:16][C:15]([Cl:18])=[C:14]([Cl:19])[CH:13]=3)[CH2:7][CH2:6]2)(=[O:31])=[O:30])[CH:26]=[CH:27][CH:28]=1)#[N:22].